This data is from Forward reaction prediction with 1.9M reactions from USPTO patents (1976-2016). The task is: Predict the product of the given reaction. Given the reactants [OH:1][C:2]1[CH:10]=[CH:9][CH:8]=[CH:7][C:3]=1[C:4]([OH:6])=O.CCN=C=NCCCN(C)C.C1C=CC2N(O)N=NC=2C=1.C(N(CC)CC)C.[NH2:39][CH:40]1[C:51]2[C:45](=[CH:46][CH:47]=[C:48]([S:53]([CH3:56])(=O)=O)[C:49](=[O:52])[CH:50]=2)[C:44]2[C:57]([O:65][CH3:66])=[C:58]([O:63][CH3:64])[C:59]([O:61][CH3:62])=[CH:60][C:43]=2[CH2:42][CH2:41]1, predict the reaction product. The product is: [OH:1][C:2]1[CH:10]=[CH:9][CH:8]=[CH:7][C:3]=1[C:4]([NH:39][C@@H:40]1[C:51]2[C:45](=[CH:46][CH:47]=[C:48]([S:53][CH3:56])[C:49](=[O:52])[CH:50]=2)[C:44]2[C:57]([O:65][CH3:66])=[C:58]([O:63][CH3:64])[C:59]([O:61][CH3:62])=[CH:60][C:43]=2[CH2:42][CH2:41]1)=[O:6].